The task is: Predict the reactants needed to synthesize the given product.. This data is from Full USPTO retrosynthesis dataset with 1.9M reactions from patents (1976-2016). (1) Given the product [CH2:27]([O:21][C@@H:17]1[CH2:18][CH2:19][CH2:20][C@H:15]([O:14][CH2:13][C:11]2[N:12]=[C:8]([C:5]3[CH:4]=[CH:3][C:2]([F:1])=[CH:7][CH:6]=3)[O:9][C:10]=2[CH3:22])[CH2:16]1)[CH:26]=[CH2:25], predict the reactants needed to synthesize it. The reactants are: [F:1][C:2]1[CH:7]=[CH:6][C:5]([C:8]2[O:9][C:10]([CH3:22])=[C:11]([CH2:13][O:14][C@@H:15]3[CH2:20][CH2:19][CH2:18][C@H:17]([OH:21])[CH2:16]3)[N:12]=2)=[CH:4][CH:3]=1.[H-].[Na+].[CH2:25](Br)[CH:26]=[CH2:27].Cl. (2) Given the product [Br:8][C:7]1[C:2]([NH:1][C:22]2[CH:21]=[CH:20][C:19]([O:18][CH3:17])=[CH:24][C:23]=2[O:25][CH3:26])=[N:3][CH:4]=[C:5]([CH3:9])[CH:6]=1, predict the reactants needed to synthesize it. The reactants are: [NH2:1][C:2]1[C:7]([Br:8])=[CH:6][C:5]([CH3:9])=[CH:4][N:3]=1.C1(C)C=CC=CC=1.[CH3:17][O:18][C:19]1[CH:24]=[C:23]([O:25][CH3:26])[CH:22]=[CH:21][C:20]=1I.CC(C)([O-])C.[Na+]. (3) Given the product [ClH:34].[CH3:1][C:2]1[CH:6]=[CH:5][S:4][C:3]=1[C:7]1[C:8](=[O:33])[NH:9][C:10](=[O:32])[N:11]([CH2:13][CH2:14][CH2:15][N:16]2[CH2:21][C@H:20]3[C@:18]([C:22]4[CH:23]=[CH:24][C:25]([C:28]([F:31])([F:30])[F:29])=[CH:26][CH:27]=4)([CH2:19]3)[CH2:17]2)[CH:12]=1, predict the reactants needed to synthesize it. The reactants are: [CH3:1][C:2]1[CH:6]=[CH:5][S:4][C:3]=1[C:7]1[C:8](=[O:33])[NH:9][C:10](=[O:32])[N:11]([CH2:13][CH2:14][CH2:15][N:16]2[CH2:21][C@H:20]3[C@:18]([C:22]4[CH:27]=[CH:26][C:25]([C:28]([F:31])([F:30])[F:29])=[CH:24][CH:23]=4)([CH2:19]3)[CH2:17]2)[CH:12]=1.[ClH:34]. (4) Given the product [CH3:24][S:25]([O:1][CH:2]1[CH2:3][CH2:4][C:5]2([C:11]3[CH:12]=[CH:13][CH:14]=[CH:15][C:10]=3[C:9](=[O:16])[O:8]2)[CH2:6][CH2:7]1)(=[O:27])=[O:26], predict the reactants needed to synthesize it. The reactants are: [OH:1][CH:2]1[CH2:7][CH2:6][C:5]2([C:11]3[CH:12]=[CH:13][CH:14]=[CH:15][C:10]=3[C:9](=[O:16])[O:8]2)[CH2:4][CH2:3]1.C(N(CC)CC)C.[CH3:24][S:25](Cl)(=[O:27])=[O:26]. (5) Given the product [CH3:4][C:2]([C:5]1[C:10]([C:11]2[CH:16]=[C:15]([O:17][CH3:18])[CH:14]=[CH:13][C:12]=2[F:19])=[CH:9][C:8]([CH2:20][O:21][C:22]2[CH:23]=[CH:24][C:25]([C@H:28]([CH2:34][CH2:35][CH2:36][O:37][CH3:38])[CH2:29][C:30]([OH:32])=[O:31])=[CH:26][CH:27]=2)=[CH:7][CH:6]=1)([CH3:1])[CH3:3], predict the reactants needed to synthesize it. The reactants are: [CH3:1][C:2]([C:5]1[C:10]([C:11]2[CH:16]=[C:15]([O:17][CH3:18])[CH:14]=[CH:13][C:12]=2[F:19])=[CH:9][C:8]([CH2:20][O:21][C:22]2[CH:27]=[CH:26][C:25]([C@H:28]([CH2:34][CH2:35][CH2:36][O:37][CH3:38])[CH2:29][C:30]([O:32]C)=[O:31])=[CH:24][CH:23]=2)=[CH:7][CH:6]=1)([CH3:4])[CH3:3].[OH-].[Li+]. (6) Given the product [CH2:7]([C:8]1[N:9]=[N:10][C:11]2[C:6]([C:7]=1[C:18]1[CH:23]=[CH:22][CH:21]=[C:20]([O:24][CH2:28][C:27]3[CH:30]=[CH:31][CH:32]=[CH:33][C:26]=3[Cl:25])[CH:19]=1)=[CH:5][CH:4]=[CH:3][C:2]=2[Cl:1])[C:6]1[CH:11]=[CH:2][CH:3]=[CH:4][CH:5]=1, predict the reactants needed to synthesize it. The reactants are: [Cl:1][C:2]1[CH:3]=[CH:4][CH:5]=[C:6]2[C:11]=1[N:10]=[N:9][C:8](C1C=CC=CC=1)=[C:7]2[C:18]1[CH:19]=[C:20]([OH:24])[CH:21]=[CH:22][CH:23]=1.[Cl:25][C:26]1[CH:33]=[CH:32][CH:31]=[CH:30][C:27]=1[CH2:28]Br. (7) The reactants are: [Cl:1][C:2]1[CH:3]=[C:4]([CH:22]=[CH:23][C:24]=1[Cl:25])[O:5][CH:6]1[CH2:11][CH2:10][N:9]([C:12]([CH:14]([NH:18]C(=O)C)[CH:15]([CH3:17])[CH3:16])=[O:13])[CH2:8][CH2:7]1.FC(F)(F)C(O)=O. Given the product [NH2:18][CH:14]([CH:15]([CH3:17])[CH3:16])[C:12]([N:9]1[CH2:10][CH2:11][CH:6]([O:5][C:4]2[CH:22]=[CH:23][C:24]([Cl:25])=[C:2]([Cl:1])[CH:3]=2)[CH2:7][CH2:8]1)=[O:13], predict the reactants needed to synthesize it.